From a dataset of Reaction yield outcomes from USPTO patents with 853,638 reactions. Predict the reaction yield, written as a fraction of the theoretical maximum amount of product (1.0 means a 100% yield; for example, 0.34 means a 34% yield). (1) The reactants are [F:1][C:2]1[CH:3]=[CH:4][C:5]([CH3:32])=[C:6]([CH:31]=1)[O:7][CH2:8][C:9]1[C:18]([C:19]2[CH:24]=[CH:23][C:22]([OH:25])=[CH:21][C:20]=2[O:26][CH3:27])=[CH:17][CH:16]=[C:15]2[C:10]=1[C:11]([CH3:30])=[CH:12][C:13]([CH3:29])([CH3:28])[NH:14]2.C(N(CC)CC)C.[C:40]1([N:46]=[C:47]=[O:48])[CH:45]=[CH:44][CH:43]=[CH:42][CH:41]=1. The catalyst is O1CCCC1. The product is [F:1][C:2]1[CH:3]=[CH:4][C:5]([CH3:32])=[C:6]([CH:31]=1)[O:7][CH2:8][C:9]1[C:18]([C:19]2[CH:24]=[CH:23][C:22]([O:25][C:47]([NH:46][C:40]3[CH:45]=[CH:44][CH:43]=[CH:42][CH:41]=3)=[O:48])=[CH:21][C:20]=2[O:26][CH3:27])=[CH:17][CH:16]=[C:15]2[C:10]=1[C:11]([CH3:30])=[CH:12][C:13]([CH3:28])([CH3:29])[NH:14]2. The yield is 0.860. (2) The reactants are F[C:2]1[CH:3]=[C:4]([N:11]2[CH:15]=[N:14][N:13]=[CH:12]2)[CH:5]=[C:6]([N+:8]([O-:10])=[O:9])[CH:7]=1.[N:16]([CH:19]1[CH2:24][CH2:23][NH:22][CH2:21][CH:20]1[OH:25])=[N+:17]=[N-:18].C([O-])([O-])=O.[K+].[K+].O. The catalyst is CS(C)=O. The product is [N:16]([C@H:19]1[CH2:24][CH2:23][N:22]([C:2]2[CH:3]=[C:4]([N:11]3[CH:15]=[N:14][N:13]=[CH:12]3)[CH:5]=[C:6]([N+:8]([O-:10])=[O:9])[CH:7]=2)[CH2:21][C@H:20]1[OH:25])=[N+:17]=[N-:18]. The yield is 0.430. (3) The reactants are [F:1][C:2]([F:16])([F:15])[C:3]([NH:5][C:6]1[CH:11]=[C:10]([O:12][CH3:13])[CH:9]=[CH:8][C:7]=1[I:14])=O.C1(P(=[CH:36][C:37]([O:39][CH3:40])=[O:38])(C2C=CC=CC=2)C2C=CC=CC=2)C=CC=CC=1.[C:41]1(C)C=CC=CC=1. No catalyst specified. The product is [CH2:40]([O:39][C:37](=[O:38])[CH:36]=[C:3]([NH:5][C:6]1[CH:11]=[C:10]([O:12][CH3:13])[CH:9]=[CH:8][C:7]=1[I:14])[C:2]([F:16])([F:15])[F:1])[CH3:41]. The yield is 0.870. (4) The reactants are [NH2:1][C:2]1[CH:20]=[C:19]([Cl:21])[C:5]([CH2:6][CH:7]2[CH2:11][CH2:10][N:9]([CH:12]3[CH2:17][CH2:16][CH2:15][CH2:14][CH2:13]3)[C:8]2=[O:18])=[C:4]([Cl:22])[CH:3]=1.C(N(CC)CC)C.[S:30](Cl)(Cl)(=[O:32])=[O:31].[C:35](=O)(O)[O-]. The catalyst is C(Cl)Cl. The product is [Cl:22][C:4]1[CH:3]=[C:2]([NH:1][S:30]([CH3:35])(=[O:32])=[O:31])[CH:20]=[C:19]([Cl:21])[C:5]=1[CH2:6][CH:7]1[CH2:11][CH2:10][N:9]([CH:12]2[CH2:13][CH2:14][CH2:15][CH2:16][CH2:17]2)[C:8]1=[O:18]. The yield is 0.600.